Dataset: Full USPTO retrosynthesis dataset with 1.9M reactions from patents (1976-2016). Task: Predict the reactants needed to synthesize the given product. (1) Given the product [F:32][C:26]1[CH:27]=[CH:28][CH:29]=[C:30]([F:31])[C:25]=1[C:24]([NH:23][C:19]1[CH:20]=[CH:21][CH:22]=[C:17]([C:9]2[C:8]([C:6]3[CH:5]=[CH:4][N:3]=[C:2]([NH:49][C:45]4[CH:46]=[CH:47][CH:48]=[C:43]([CH2:42][CH2:41][CH2:40][N:34]5[CH2:35][CH2:36][O:37][CH2:38][CH2:39]5)[CH:44]=4)[N:7]=3)=[C:12]3[CH:13]=[CH:14][CH:15]=[CH:16][N:11]3[N:10]=2)[CH:18]=1)=[O:33], predict the reactants needed to synthesize it. The reactants are: Cl[C:2]1[N:7]=[C:6]([C:8]2[C:9]([C:17]3[CH:18]=[C:19]([NH:23][C:24](=[O:33])[C:25]4[C:30]([F:31])=[CH:29][CH:28]=[CH:27][C:26]=4[F:32])[CH:20]=[CH:21][CH:22]=3)=[N:10][N:11]3[CH:16]=[CH:15][CH:14]=[CH:13][C:12]=23)[CH:5]=[CH:4][N:3]=1.[N:34]1([CH2:40][CH2:41][CH2:42][C:43]2[CH:44]=[C:45]([NH2:49])[CH:46]=[CH:47][CH:48]=2)[CH2:39][CH2:38][O:37][CH2:36][CH2:35]1. (2) Given the product [CH2:11]([O:18][C@@H:19]1[C@@H:24]([O:25][CH2:26][C:27]2[CH:28]=[CH:29][CH:30]=[CH:31][CH:32]=2)[C@H:23]([O:33][CH2:34][C:35]2[CH:40]=[CH:39][CH:38]=[CH:37][CH:36]=2)[C:22]([CH2:52][O:53][CH2:54][C:55]2[CH:56]=[CH:57][C:58]([O:61][CH3:62])=[CH:59][CH:60]=2)([CH2:41][O:42][CH2:43][C:44]2[CH:45]=[CH:46][C:47]([O:50][CH3:51])=[CH:48][CH:49]=2)[O:21][C:20]1=[O:63])[C:12]1[CH:13]=[CH:14][CH:15]=[CH:16][CH:17]=1, predict the reactants needed to synthesize it. The reactants are: C(Cl)(=O)C(Cl)=O.CS(C)=O.[CH2:11]([O:18][C@@H:19]1[C@@H:24]([O:25][CH2:26][C:27]2[CH:32]=[CH:31][CH:30]=[CH:29][CH:28]=2)[C@H:23]([O:33][CH2:34][C:35]2[CH:40]=[CH:39][CH:38]=[CH:37][CH:36]=2)[C:22]([CH2:52][O:53][CH2:54][C:55]2[CH:60]=[CH:59][C:58]([O:61][CH3:62])=[CH:57][CH:56]=2)([CH2:41][O:42][CH2:43][C:44]2[CH:49]=[CH:48][C:47]([O:50][CH3:51])=[CH:46][CH:45]=2)[O:21][CH:20]1[OH:63])[C:12]1[CH:17]=[CH:16][CH:15]=[CH:14][CH:13]=1.C(N(CC)CC)C. (3) Given the product [CH:21]([O:20][C:18](=[O:19])[CH2:17][O:1][C:2]1[CH:9]=[CH:8][CH:7]=[C:4]([CH:5]=[O:6])[CH:3]=1)([CH3:23])[CH3:22], predict the reactants needed to synthesize it. The reactants are: [OH:1][C:2]1[CH:3]=[C:4]([CH:7]=[CH:8][CH:9]=1)[CH:5]=[O:6].CC(C)([O-])C.[K+].Br[CH2:17][C:18]([O:20][CH:21]([CH3:23])[CH3:22])=[O:19]. (4) Given the product [Cl:9][C:10]1[N:15]=[C:14]2[N:16]([CH3:17])[C:1](=[O:4])[N:18]([C:21]3[C:22]([Cl:28])=[CH:23][CH:24]=[CH:25][C:26]=3[Cl:27])[C:19](=[NH:20])[C:13]2=[CH:12][N:11]=1, predict the reactants needed to synthesize it. The reactants are: [C:1](=[O:4])([O-])[O-].[K+].[K+].CI.[Cl:9][C:10]1[N:15]=[C:14]2[NH:16][C:17](=O)[N:18]([C:21]3[C:26]([Cl:27])=[CH:25][CH:24]=[CH:23][C:22]=3[Cl:28])[C:19](=[NH:20])[C:13]2=[CH:12][N:11]=1.Cl. (5) The reactants are: [F:1][C:2]1[CH:3]=[C:4](/[CH:8]=[CH:9]/[C:10](O)=[O:11])[CH:5]=[CH:6][CH:7]=1.S(Cl)(Cl)=O. Given the product [F:1][C:2]1[CH:3]=[C:4](/[CH:8]=[CH:9]/[CH:10]=[O:11])[CH:5]=[CH:6][CH:7]=1, predict the reactants needed to synthesize it. (6) Given the product [CH:7]1([CH2:6][C:9]2([C:14]([O:16][CH2:17][CH3:18])=[O:15])[S:8][CH2:13][CH2:12][CH2:11][S:10]2)[CH2:5][CH2:4]1, predict the reactants needed to synthesize it. The reactants are: [H-].[Na+].Br[CH2:4][CH:5]1[CH2:7][CH2:6]1.[S:8]1[CH2:13][CH2:12][CH2:11][S:10][CH:9]1[C:14]([O:16][CH2:17][CH3:18])=[O:15]. (7) The reactants are: [F:1][CH2:2][C:3]1[N:8]=[C:7]([C:9]#[C:10][CH2:11][CH2:12][NH:13][CH3:14])[CH:6]=[CH:5][CH:4]=1.[Cl:15][C:16]1[CH:24]=[CH:23][CH:22]=[CH:21][C:17]=1[C:18](Cl)=[O:19]. Given the product [Cl:15][C:16]1[CH:24]=[CH:23][CH:22]=[CH:21][C:17]=1[C:18]([N:13]([CH2:12][CH2:11][C:10]#[C:9][C:7]1[CH:6]=[CH:5][CH:4]=[C:3]([CH2:2][F:1])[N:8]=1)[CH3:14])=[O:19], predict the reactants needed to synthesize it.